Dataset: Full USPTO retrosynthesis dataset with 1.9M reactions from patents (1976-2016). Task: Predict the reactants needed to synthesize the given product. The reactants are: [C:1]([O:5][C:6]([N:8]1[CH2:13][CH2:12][S:11][CH:10]([C:14]([OH:16])=O)[CH2:9]1)=[O:7])([CH3:4])([CH3:3])[CH3:2].[Cl:17][C:18]1[CH:24]=[CH:23][C:21]([NH2:22])=[CH:20][CH:19]=1.Cl.CN(C)CCCN=C=NCC.C(N(CC)C(C)C)(C)C. Given the product [Cl:17][C:18]1[CH:24]=[CH:23][C:21]([NH:22][C:14]([CH:10]2[S:11][CH2:12][CH2:13][N:8]([C:6]([O:5][C:1]([CH3:2])([CH3:3])[CH3:4])=[O:7])[CH2:9]2)=[O:16])=[CH:20][CH:19]=1, predict the reactants needed to synthesize it.